From a dataset of Forward reaction prediction with 1.9M reactions from USPTO patents (1976-2016). Predict the product of the given reaction. (1) Given the reactants [N+:1]([C:4]1[CH:10]=[CH:9][C:7]([NH2:8])=[CH:6][CH:5]=1)([O-:3])=[O:2].C(=O)([O-])[O-].[Ca+2].Cl[CH2:17][C:18]([NH2:20])=[O:19], predict the reaction product. The product is: [N+:1]([C:4]1[CH:10]=[CH:9][C:7]([NH:8][CH2:17][C:18]([NH2:20])=[O:19])=[CH:6][CH:5]=1)([O-:3])=[O:2]. (2) Given the reactants [F:1][C:2]1[CH:7]=[CH:6][CH:5]=[C:4]([F:8])[C:3]=1[N:9]1[C:14]2[N:15]=[C:16]([S:29][CH3:30])[N:17]=[C:18]([C:19]3[CH:20]=[C:21]([CH:25]=[CH:26][C:27]=3[CH3:28])[C:22](O)=O)[C:13]=2[CH:12]=[CH:11][C:10]1=[O:31].[CH2:32]([NH2:39])[C:33]1[CH:38]=[CH:37][CH:36]=[CH:35][CH:34]=1.C(Cl)CCl.C1C=CC2N([OH:53])N=NC=2C=1, predict the reaction product. The product is: [F:8][C:4]1[CH:5]=[CH:6][CH:7]=[C:2]([F:1])[C:3]=1[N:9]1[C:14]2[N:15]=[C:16]([S:29][CH3:30])[N:17]=[C:18]([C:19]3[CH:20]=[C:21]([CH3:22])[CH:25]=[CH:26][C:27]=3[C:28]([NH:39][CH2:32][C:33]3[CH:38]=[CH:37][CH:36]=[CH:35][CH:34]=3)=[O:53])[C:13]=2[CH:12]=[CH:11][C:10]1=[O:31]. (3) Given the reactants [CH:1]([C:4]1[NH:5][CH:6]=[C:7]([C:9]([CH3:20])([C:11]2[CH:16]=[CH:15][CH:14]=[C:13]([N+:17]([O-:19])=[O:18])[CH:12]=2)[CH3:10])[N:8]=1)([CH3:3])[CH3:2].[C:21](=O)([O-])[O-].[K+].[K+].IC, predict the reaction product. The product is: [CH:1]([C:4]1[N:5]([CH3:21])[CH:6]=[C:7]([C:9]([CH3:10])([C:11]2[CH:16]=[CH:15][CH:14]=[C:13]([N+:17]([O-:19])=[O:18])[CH:12]=2)[CH3:20])[N:8]=1)([CH3:3])[CH3:2]. (4) Given the reactants Cl.[C:2]([C:4]1[CH:9]=[CH:8][C:7]([CH:10]2[CH2:14][S:13][C:12]3=[N:15][CH:16]=[C:17]([C:18]([OH:20])=O)[N:11]23)=[CH:6][C:5]=1F)#[N:3].[Br:22][C:23]1[CH:36]=[CH:35][C:34]([O:37][Si:38]([C:51]([CH3:54])([CH3:53])[CH3:52])([C:45]2[CH:50]=[CH:49][CH:48]=[CH:47][CH:46]=2)[C:39]2[CH:44]=[CH:43][CH:42]=[CH:41][CH:40]=2)=[CH:33][C:24]=1[CH2:25][N:26]1[CH2:31][CH2:30][NH:29][CH2:28][C:27]1=[O:32].CCN=C=NCCCN(C)C.Cl.C1C=CC2N(O)N=NC=2C=1.C(N(CC)C(C)C)(C)C, predict the reaction product. The product is: [Br:22][C:23]1[CH:36]=[CH:35][C:34]([O:37][Si:38]([C:51]([CH3:54])([CH3:53])[CH3:52])([C:39]2[CH:44]=[CH:43][CH:42]=[CH:41][CH:40]=2)[C:45]2[CH:50]=[CH:49][CH:48]=[CH:47][CH:46]=2)=[CH:33][C:24]=1[CH2:25][N:26]1[CH2:31][CH2:30][N:29]([C:18]([C:17]2[N:11]3[C:12]([S:13][CH2:14][CH:10]3[C:7]3[CH:6]=[CH:5][C:4]([C:2]#[N:3])=[CH:9][CH:8]=3)=[N:15][CH:16]=2)=[O:20])[CH2:28][C:27]1=[O:32].